Predict the product of the given reaction. From a dataset of Forward reaction prediction with 1.9M reactions from USPTO patents (1976-2016). (1) Given the reactants [C:1]([O:5][C:6](=[O:37])[CH:7]([N:22]([CH2:34][CH:35]=[CH2:36])[S:23]([C:26]1[CH:31]=[CH:30][C:29]([O:32][CH3:33])=[CH:28][CH:27]=1)(=[O:25])=[O:24])[CH:8]([CH2:19]C=C)[C:9]([O:11][CH2:12][C:13]1[CH:18]=[CH:17][CH:16]=[CH:15][CH:14]=1)=[O:10])([CH3:4])([CH3:3])[CH3:2], predict the reaction product. The product is: [C:1]([O:5][C:6]([CH:7]1[CH:8]([C:9]([O:11][CH2:12][C:13]2[CH:14]=[CH:15][CH:16]=[CH:17][CH:18]=2)=[O:10])[CH2:19][CH:36]=[CH:35][CH2:34][N:22]1[S:23]([C:26]1[CH:31]=[CH:30][C:29]([O:32][CH3:33])=[CH:28][CH:27]=1)(=[O:24])=[O:25])=[O:37])([CH3:3])([CH3:2])[CH3:4]. (2) Given the reactants [OH:1][C:2]1[CH:7]=[C:6]([O:8][CH3:9])[CH:5]=[CH:4][C:3]=1[C:10]([C:12]1[CH:17]=[CH:16][C:15]([O:18][CH2:19][C:20]2[N:21]=[C:22]([C:26]3[CH:31]=[CH:30][CH:29]=[CH:28][CH:27]=3)[O:23][C:24]=2[CH3:25])=[CH:14][CH:13]=1)=[O:11].CC(C)([O-])C.[K+].[C:38]1(=[O:42])[O:41][CH2:40][CH2:39]1.Cl, predict the reaction product. The product is: [CH3:9][O:8][C:6]1[CH:5]=[CH:4][C:3]([C:10](=[O:11])[C:12]2[CH:13]=[CH:14][C:15]([O:18][CH2:19][C:20]3[N:21]=[C:22]([C:26]4[CH:27]=[CH:28][CH:29]=[CH:30][CH:31]=4)[O:23][C:24]=3[CH3:25])=[CH:16][CH:17]=2)=[C:2]([CH:7]=1)[O:1][CH2:40][CH2:39][C:38]([OH:42])=[O:41]. (3) Given the reactants [Cl:1][C:2]1[CH:7]=[CH:6][C:5]([NH:8][C:9]([NH:11][C:12]2[CH:17]=[CH:16][C:15]([O:18][C:19]3[CH:24]=[CH:23][N:22]=[C:21](S(C)(=O)=O)[N:20]=3)=[CH:14][CH:13]=2)=[O:10])=[CH:4][C:3]=1[C:29]([F:32])([F:31])[F:30].[NH2:33][CH2:34][CH2:35][CH:36]([OH:38])[CH3:37].NCCCCO, predict the reaction product. The product is: [Cl:1][C:2]1[CH:7]=[CH:6][C:5]([NH:8][C:9]([NH:11][C:12]2[CH:17]=[CH:16][C:15]([O:18][C:19]3[CH:24]=[CH:23][N:22]=[C:21]([NH:33][CH2:34][CH2:35][CH:36]([OH:38])[CH3:37])[N:20]=3)=[CH:14][CH:13]=2)=[O:10])=[CH:4][C:3]=1[C:29]([F:32])([F:31])[F:30]. (4) Given the reactants Cl[C:2]1[CH:7]=[C:6]([N:8]2[CH2:13][CH2:12][O:11][CH2:10][CH2:9]2)[N:5]=[C:4]([N:14]2[C:18]3[CH:19]=[CH:20][CH:21]=[CH:22][C:17]=3[N:16]=[C:15]2[CH:23]([F:25])[F:24])[N:3]=1.[CH3:26][N:27]([CH3:36])[CH2:28][CH2:29][CH:30]1[CH2:35][CH2:34][NH:33][CH2:32][CH2:31]1.C(=O)([O-])[O-].[Na+].[Na+], predict the reaction product. The product is: [F:25][CH:23]([F:24])[C:15]1[N:14]([C:4]2[N:3]=[C:2]([N:33]3[CH2:34][CH2:35][CH:30]([CH2:29][CH2:28][N:27]([CH3:26])[CH3:36])[CH2:31][CH2:32]3)[CH:7]=[C:6]([N:8]3[CH2:13][CH2:12][O:11][CH2:10][CH2:9]3)[N:5]=2)[C:18]2[CH:19]=[CH:20][CH:21]=[CH:22][C:17]=2[N:16]=1.